The task is: Binary Classification. Given a miRNA mature sequence and a target amino acid sequence, predict their likelihood of interaction.. This data is from Experimentally validated miRNA-target interactions with 360,000+ pairs, plus equal number of negative samples. (1) The miRNA is hsa-miR-570-3p with sequence CGAAAACAGCAAUUACCUUUGC. The protein sequence of the target gene is MVPRRPASLEVTVACIWLLTVILGVCISFNVDVKNSMSFSGPVEDMFGYTVQQYENEEGKWVLIGSPLVGQPKARTGDVYKCPVGRERSMPCVKLDLPVNTSIPNVTEIKENMTFGSTLVTNPKGGFLACGPLYAYRCGHLHYTTGICSDVSPTFQVVNSFAPVQECSTQLDIVIVLDGSNSIYPWESVTAFLNDLLKRMDIGPKQTQVGIVQYGANVTHEFNLNKYSSTEEVLVAANKIGRRGGLQTMTALGIDTARKEAFTEARGARRGVKKVMVIVTDGESHDNYRLKQVIQDCEDE.... Result: 0 (no interaction). (2) The miRNA is hsa-miR-539-3p with sequence AUCAUACAAGGACAAUUUCUUU. The protein sequence of the target gene is MQHRGFLLLTLLALLALTSAVAKKKDKVKKGGPGSECAEWAWGPCTPSSKDCGVGFREGTCGAQTQRIRCRVPCNWKKEFGADCKYKFENWGACDGGTGTKVRQGTLKKARYNAQCQETIRVTKPCTPKTKAKAKAKKGKGKD. Result: 0 (no interaction).